From a dataset of Full USPTO retrosynthesis dataset with 1.9M reactions from patents (1976-2016). Predict the reactants needed to synthesize the given product. (1) The reactants are: Cl[C:2]1[N:9]=[C:8]([NH:10][C:11]2[CH:15]=[C:14]([CH3:16])[NH:13][N:12]=2)[CH:7]=[C:6]([CH3:17])[C:3]=1[C:4]#[N:5].Cl.[CH3:19][O:20][C:21]1[CH:30]=[CH:29][CH:28]=[CH:27][C:22]=1[O:23][CH2:24][CH2:25][NH2:26].C(=O)([O-])O.[Na+].CS(C)=O. Given the product [CH3:19][O:20][C:21]1[CH:30]=[CH:29][CH:28]=[CH:27][C:22]=1[O:23][CH2:24][CH2:25][NH:26][C:2]1[N:9]=[C:8]([NH:10][C:11]2[CH:15]=[C:14]([CH3:16])[NH:13][N:12]=2)[CH:7]=[C:6]([CH3:17])[C:3]=1[C:4]#[N:5], predict the reactants needed to synthesize it. (2) The reactants are: [BH4-].[Na+].[CH3:3][N:4]([CH3:23])[S:5](=[O:22])(=[O:21])[O:6][C:7]1[CH:12]=[C:11]([O:13][CH3:14])[C:10]([O:15][CH3:16])=[CH:9][C:8]=1[CH:17]=[CH:18][C:19]#[N:20].CO.Cl. Given the product [CH3:23][N:4]([CH3:3])[S:5](=[O:21])(=[O:22])[O:6][C:7]1[CH:12]=[C:11]([O:13][CH3:14])[C:10]([O:15][CH3:16])=[CH:9][C:8]=1[CH2:17][CH2:18][C:19]#[N:20], predict the reactants needed to synthesize it. (3) Given the product [Cl:35][C:26]1[CH:27]=[CH:28][CH:29]=[CH:30][C:25]=1[O:24][P:23](=[N:12][C@@H:13]([CH3:22])[C:14]([O:16][CH2:17][C:18]([CH3:21])([CH3:20])[CH3:19])=[O:15])=[O:31], predict the reactants needed to synthesize it. The reactants are: S(C1C=CC(C)=CC=1)([O-])(=O)=O.[NH2:12][C@@H:13]([CH3:22])[C:14]([O:16][CH2:17][C:18]([CH3:21])([CH3:20])[CH3:19])=[O:15].[P:23](Cl)(Cl)(=[O:31])[O:24][C:25]1[CH:30]=[CH:29][CH:28]=[CH:27][CH:26]=1.C(Cl)[Cl:35]. (4) Given the product [Cl:1][C:2]1[N:7]=[C:6]([NH:8][C:9](=[O:15])[O:10][C:11]([CH3:12])([CH3:14])[CH3:13])[C:5]([CH:32]=[O:33])=[CH:4][CH:3]=1, predict the reactants needed to synthesize it. The reactants are: [Cl:1][C:2]1[N:7]=[C:6]([NH:8][C:9](=[O:15])[O:10][C:11]([CH3:14])([CH3:13])[CH3:12])[CH:5]=[CH:4][CH:3]=1.CN(C)CCN(C)C.C([Li])CCC.CN([CH:32]=[O:33])C.Cl. (5) Given the product [OH:21][C:5]1[N:6]=[CH:7][C:8]([C:25]2[C:26]([C:45]3[CH:50]=[CH:49][CH:48]=[C:47]([C:51]([F:54])([F:53])[F:52])[CH:46]=3)=[CH:27][C:28]([CH3:44])=[C:29]([C:31]([N:33]3[CH2:38][CH2:37][CH:36]([N:39]4[CH2:40][CH2:41][CH2:42][CH2:43]4)[CH2:35][CH2:34]3)=[O:32])[N:30]=2)=[CH:9][CH:4]=1, predict the reactants needed to synthesize it. The reactants are: COC(=O)[C:4]1[C:9](C)=[CH:8][C:7](C2C=CC=C(C(F)(F)F)C=2)=[N:6][C:5]=1[O:21]C.Cl[C:25]1[N:30]=[C:29]([C:31]([N:33]2[CH2:38][CH2:37][CH:36]([N:39]3[CH2:43][CH2:42][CH2:41][CH2:40]3)[CH2:35][CH2:34]2)=[O:32])[C:28]([CH3:44])=[CH:27][C:26]=1[C:45]1[CH:50]=[CH:49][CH:48]=[C:47]([C:51]([F:54])([F:53])[F:52])[CH:46]=1.CC1(C)C(C)(C)OB(C2C=CC(O)=NC=2)O1. (6) The reactants are: [OH:1][CH:2]1[CH2:20][CH:19]2[N:4]([C:5](=[O:39])[CH:6]([NH:31][C:32]([O:34][C:35]([CH3:38])([CH3:37])[CH3:36])=[O:33])[CH2:7][CH2:8][CH2:9][CH2:10][CH2:11][CH:12]=[CH:13][CH:14]3[C:16]([C:22]([NH:24][S:25]([CH:28]4[CH2:30][CH2:29]4)(=[O:27])=[O:26])=[O:23])([NH:17][C:18]2=[O:21])[CH2:15]3)[CH2:3]1.[C:40](Cl)(=[O:47])[C:41]1[CH:46]=[CH:45][CH:44]=[CH:43][CH:42]=1. Given the product [C:40]([O:1][CH:2]1[CH2:20][CH:19]2[N:4]([C:5](=[O:39])[CH:6]([NH:31][C:32]([O:34][C:35]([CH3:36])([CH3:38])[CH3:37])=[O:33])[CH2:7][CH2:8][CH2:9][CH2:10][CH2:11][CH:12]=[CH:13][CH:14]3[C:16]([C:22]([NH:24][S:25]([CH:28]4[CH2:30][CH2:29]4)(=[O:27])=[O:26])=[O:23])([NH:17][C:18]2=[O:21])[CH2:15]3)[CH2:3]1)(=[O:47])[C:41]1[CH:46]=[CH:45][CH:44]=[CH:43][CH:42]=1, predict the reactants needed to synthesize it. (7) Given the product [Cl:22][C:10]1[CH:11]=[C:12]([C:15]2[CH2:16][CH2:17][C:18](=[O:19])[NH:25][N:24]=2)[CH:13]=[CH:14][C:9]=1[O:8][CH2:7][CH2:6][CH2:5][O:4][C:1](=[O:3])[CH3:2], predict the reactants needed to synthesize it. The reactants are: [C:1]([O:4][CH2:5][CH2:6][CH2:7][O:8][C:9]1[CH:14]=[CH:13][C:12]([C:15](=O)[CH2:16][CH2:17][C:18](O)=[O:19])=[CH:11][C:10]=1[Cl:22])(=[O:3])[CH3:2].O.[NH2:24][NH2:25].C(OCC)(=O)C.